This data is from Forward reaction prediction with 1.9M reactions from USPTO patents (1976-2016). The task is: Predict the product of the given reaction. Given the reactants [NH2:1][C:2]1[C:10]([C:11]([F:14])([F:13])[F:12])=[CH:9][CH:8]=[CH:7][C:3]=1[C:4]([OH:6])=O.[CH3:15][NH2:16].[CH:17]1([N:21]2[CH2:26][CH2:25][CH:24]([O:27][C:28]3[CH:35]=[CH:34][C:31]([CH:32]=O)=[CH:30][CH:29]=3)[CH2:23][CH2:22]2)[CH2:20][CH2:19][CH2:18]1, predict the reaction product. The product is: [CH:17]1([N:21]2[CH2:26][CH2:25][CH:24]([O:27][C:28]3[CH:35]=[CH:34][C:31]([C:32]4[N:16]([CH3:15])[C:4](=[O:6])[C:3]5[C:2](=[C:10]([C:11]([F:14])([F:13])[F:12])[CH:9]=[CH:8][CH:7]=5)[N:1]=4)=[CH:30][CH:29]=3)[CH2:23][CH2:22]2)[CH2:20][CH2:19][CH2:18]1.